Dataset: Forward reaction prediction with 1.9M reactions from USPTO patents (1976-2016). Task: Predict the product of the given reaction. (1) Given the reactants [H-].[Na+].[CH2:3]([C:5]1[C:6]([C:18]2[CH:23]=[CH:22][CH:21]=[CH:20][CH:19]=2)=[C:7]([OH:17])[C:8]2[C:13]([CH:14]=1)=[CH:12][C:11]([O:15][CH3:16])=[CH:10][CH:9]=2)[CH3:4].F[C:25]1[CH:32]=[CH:31][C:28]([CH:29]=[O:30])=[CH:27][CH:26]=1.O, predict the reaction product. The product is: [CH2:3]([C:5]1[C:6]([C:18]2[CH:23]=[CH:22][CH:21]=[CH:20][CH:19]=2)=[C:7]([O:17][C:25]2[CH:32]=[CH:31][C:28]([CH:29]=[O:30])=[CH:27][CH:26]=2)[C:8]2[C:13]([CH:14]=1)=[CH:12][C:11]([O:15][CH3:16])=[CH:10][CH:9]=2)[CH3:4]. (2) Given the reactants [C:1]([C:4]1[C:5]([F:40])=[C:6]([CH:36]=[CH:37][C:38]=1[F:39])[O:7][CH:8]([C:21]1[O:22][CH:23]=[C:24]([C:26]2[CH:31]=[CH:30][C:29]([C:32]([F:35])([F:34])[F:33])=[CH:28][CH:27]=2)[N:25]=1)[CH2:9][NH:10]C(=O)OCC1C=CC=CC=1)(=[O:3])[NH2:2], predict the reaction product. The product is: [NH2:10][CH2:9][CH:8]([C:21]1[O:22][CH:23]=[C:24]([C:26]2[CH:31]=[CH:30][C:29]([C:32]([F:33])([F:35])[F:34])=[CH:28][CH:27]=2)[N:25]=1)[O:7][C:6]1[C:5]([F:40])=[C:4]([C:38]([F:39])=[CH:37][CH:36]=1)[C:1]([NH2:2])=[O:3]. (3) Given the reactants [CH:1]([S:3]([N:6]([CH3:20])[C:7]1[CH:15]=[C:14]([C:16]([O:18][CH3:19])=[O:17])[CH:13]=[C:12]2[C:8]=1[CH:9]=[CH:10][NH:11]2)(=[O:5])=[O:4])=[CH2:2].[Br:21]Br, predict the reaction product. The product is: [Br:21][C:9]1[C:8]2[C:12](=[CH:13][C:14]([C:16]([O:18][CH3:19])=[O:17])=[CH:15][C:7]=2[N:6]([S:3]([CH:1]=[CH2:2])(=[O:5])=[O:4])[CH3:20])[NH:11][CH:10]=1. (4) Given the reactants [CH3:1][C:2]1[CH:3]=[C:4]([CH:8]=[C:9]([C:11]2[CH:16]=[CH:15][CH:14]=[CH:13][CH:12]=2)[CH:10]=1)[C:5]([OH:7])=[O:6].[CH3:17]O, predict the reaction product. The product is: [CH3:1][C:2]1[CH:3]=[C:4]([CH:8]=[C:9]([C:11]2[CH:16]=[CH:15][CH:14]=[CH:13][CH:12]=2)[CH:10]=1)[C:5]([O:7][CH3:17])=[O:6]. (5) Given the reactants Br[C:2]1[CH:23]=[CH:22][C:5]2[C:6]3[N:7]([CH:11]=[C:12]([C:14]4[N:18]([CH:19]([CH3:21])[CH3:20])[N:17]=[CH:16][N:15]=4)[N:13]=3)[CH2:8][CH2:9][O:10][C:4]=2[CH:3]=1.[NH2:24][C:25]([C:27]1[CH:32]=[CH:31][CH:30]=[CH:29][C:28]=1B(O)O)=[O:26], predict the reaction product. The product is: [CH:19]([N:18]1[C:14]([C:12]2[N:13]=[C:6]3[C:5]4[CH:22]=[CH:23][C:2]([C:28]5[CH:29]=[CH:30][CH:31]=[CH:32][C:27]=5[C:25]([NH2:24])=[O:26])=[CH:3][C:4]=4[O:10][CH2:9][CH2:8][N:7]3[CH:11]=2)=[N:15][CH:16]=[N:17]1)([CH3:21])[CH3:20]. (6) The product is: [Cl:1][C:2]1[CH:10]=[CH:9][CH:8]=[C:7]2[C:3]=1[C:4]([C:15]([NH:30][CH2:29][CH:21]1[CH2:22][CH:23]([C:25]([F:26])([F:27])[F:28])[CH2:24][C:19]([F:18])([F:31])[CH2:20]1)=[O:17])=[CH:5][N:6]2[CH:11]1[CH2:12][O:13][CH2:14]1. Given the reactants [Cl:1][C:2]1[CH:10]=[CH:9][CH:8]=[C:7]2[C:3]=1[C:4]([C:15]([OH:17])=O)=[CH:5][N:6]2[CH:11]1[CH2:14][O:13][CH2:12]1.[F:18][C:19]1([F:31])[CH2:24][CH:23]([C:25]([F:28])([F:27])[F:26])[CH2:22][CH:21]([CH2:29][NH2:30])[CH2:20]1.CN(C(ON1N=NC2C=CC=NC1=2)=[N+](C)C)C.F[P-](F)(F)(F)(F)F.CCN(C(C)C)C(C)C, predict the reaction product. (7) The product is: [C:1]([C:3]1([C:6]2[CH:7]=[C:8]([CH:12]=[CH:13][CH:14]=2)[C:9]([NH:15][C:16]2[CH:37]=[CH:36][CH:35]=[C:18]([O:19][C:20]3[CH:21]=[CH:22][C:23]4[N:24]([N:26]=[C:27]([NH:29][C:30]([CH:32]5[CH2:33][CH2:34]5)=[O:31])[N:28]=4)[CH:25]=3)[CH:17]=2)=[O:10])[CH2:5][CH2:4]1)#[N:2]. Given the reactants [C:1]([C:3]1([C:6]2[CH:7]=[C:8]([CH:12]=[CH:13][CH:14]=2)[C:9](Cl)=[O:10])[CH2:5][CH2:4]1)#[N:2].[NH2:15][C:16]1[CH:17]=[C:18]([CH:35]=[CH:36][CH:37]=1)[O:19][C:20]1[CH:21]=[CH:22][C:23]2[N:24]([N:26]=[C:27]([NH:29][C:30]([CH:32]3[CH2:34][CH2:33]3)=[O:31])[N:28]=2)[CH:25]=1, predict the reaction product.